Task: Predict the product of the given reaction.. Dataset: Forward reaction prediction with 1.9M reactions from USPTO patents (1976-2016) (1) Given the reactants [C:1]1([NH:7][C:8](=[O:13])[CH:9]=[C:10]([CH3:12])[CH3:11])[CH:6]=[CH:5][CH:4]=[CH:3][CH:2]=1.[Al+3].[Cl-].[Cl-].[Cl-].Cl, predict the reaction product. The product is: [CH3:12][C:10]1([CH3:11])[C:6]2[C:1](=[CH:2][CH:3]=[CH:4][CH:5]=2)[NH:7][C:8](=[O:13])[CH2:9]1. (2) Given the reactants [NH2:1][C:2]1[N:7]=[C:6]([C:8]([N:10]([CH2:13][CH3:14])[CH2:11][CH3:12])=[O:9])[CH:5]=[CH:4][N:3]=1.Br[CH:16]([C:24](=O)[C:25]([CH3:28])([CH3:27])[CH3:26])[CH2:17][CH:18]1[CH2:23][CH2:22][CH2:21][CH2:20][CH2:19]1, predict the reaction product. The product is: [C:25]([C:24]1[N:1]=[C:2]2[N:7]=[C:6]([C:8]([N:10]([CH2:13][CH3:14])[CH2:11][CH3:12])=[O:9])[CH:5]=[CH:4][N:3]2[C:16]=1[CH2:17][CH:18]1[CH2:19][CH2:20][CH2:21][CH2:22][CH2:23]1)([CH3:28])([CH3:26])[CH3:27]. (3) The product is: [OH:65][C:39]1[C:40]([C:61]([F:63])([F:64])[F:62])=[C:41]([O:42][CH2:43][C:44]2[CH:58]=[CH:57][C:47]([CH2:48][C:49]3[CH:56]=[CH:55][CH:54]=[C:51]([C:52]4[N:28]=[N:29][NH:30][N:53]=4)[CH:50]=3)=[CH:46][CH:45]=2)[CH:59]=[CH:60][C:38]=1[C:35](=[O:37])[CH3:36]. Given the reactants OC1C(C(F)(F)F)=C(OCC2C=CC(OC3C=CC=C(C4[N:28]=[N:29][NH:30]N=4)C=3)=CC=2)C=CC=1C(=O)C.[C:35]([C:38]1[CH:60]=[CH:59][C:41]([O:42][CH2:43][C:44]2[CH:58]=[CH:57][C:47]([CH2:48][C:49]3[CH:50]=[C:51]([CH:54]=[CH:55][CH:56]=3)[C:52]#[N:53])=[CH:46][CH:45]=2)=[C:40]([C:61]([F:64])([F:63])[F:62])[C:39]=1[OH:65])(=[O:37])[CH3:36], predict the reaction product. (4) Given the reactants [C:1]([O:5][C:6]([N:8]1[C:17]2[C:12](=[CH:13][C:14]([C:18]3[CH:19]=[N:20][CH:21]=[C:22]([OH:24])[CH:23]=3)=[CH:15][N:16]=2)[CH2:11][CH2:10][CH2:9]1)=[O:7])([CH3:4])([CH3:3])[CH3:2].O[CH2:26][CH2:27][N:28]1[CH2:32][CH2:31][O:30][C:29]1=[O:33].C1(P(C2C=CC=CC=2)C2C=CC=CC=2)C=CC=CC=1.N(C(OC(C)(C)C)=O)=NC(OC(C)(C)C)=O, predict the reaction product. The product is: [C:1]([O:5][C:6]([N:8]1[C:17]2[C:12](=[CH:13][C:14]([C:18]3[CH:19]=[N:20][CH:21]=[C:22]([O:24][CH2:26][CH2:27][N:28]4[CH2:32][CH2:31][O:30][C:29]4=[O:33])[CH:23]=3)=[CH:15][N:16]=2)[CH2:11][CH2:10][CH2:9]1)=[O:7])([CH3:4])([CH3:2])[CH3:3]. (5) Given the reactants Br[C:2]1[CH:11]=[C:10]2[C:5]([CH:6]=[CH:7][C:8](=[O:20])[N:9]2[C:12]2[C:17]([Cl:18])=[CH:16][CH:15]=[CH:14][C:13]=2[Cl:19])=[C:4]([C:21]2[CH:26]=[CH:25][CH:24]=[CH:23][C:22]=2[Cl:27])[N:3]=1.[C:28]([N:32]1[CH2:37][CH:36]=[C:35]([Sn](C)(C)C)[CH2:34][CH2:33]1)([CH3:31])([CH3:30])[CH3:29], predict the reaction product. The product is: [C:28]([N:32]1[CH2:33][CH:34]=[C:35]([C:2]2[CH:11]=[C:10]3[C:5]([CH:6]=[CH:7][C:8](=[O:20])[N:9]3[C:12]3[C:17]([Cl:18])=[CH:16][CH:15]=[CH:14][C:13]=3[Cl:19])=[C:4]([C:21]3[CH:26]=[CH:25][CH:24]=[CH:23][C:22]=3[Cl:27])[N:3]=2)[CH2:36][CH2:37]1)([CH3:31])([CH3:30])[CH3:29]. (6) Given the reactants [NH2:1][C:2]1[C:7]([N+:8]([O-:10])=[O:9])=[CH:6][CH:5]=[CH:4][C:3]=1[OH:11].[Br:12]Br, predict the reaction product. The product is: [NH2:1][C:2]1[C:7]([N+:8]([O-:10])=[O:9])=[CH:6][C:5]([Br:12])=[CH:4][C:3]=1[OH:11]. (7) The product is: [Cl:9][C:10]1[CH:16]=[C:15]2[C:13](=[CH:12][C:11]=1[OH:17])[O:14][CH2:19][CH2:20][C:21]2=[O:22]. Given the reactants FC(F)(F)S(O)(=O)=O.[Cl:9][C:10]1[CH:16]=[CH:15][C:13]([OH:14])=[CH:12][C:11]=1[OH:17].Cl[CH2:19][CH2:20][C:21](O)=[O:22].[OH-].[Na+].Cl, predict the reaction product.